Dataset: Catalyst prediction with 721,799 reactions and 888 catalyst types from USPTO. Task: Predict which catalyst facilitates the given reaction. (1) Reactant: C([O:3][C:4](=O)[CH:5]([CH2:8][N:9]([C:15]1[C:20]([N+:21]([O-])=O)=[CH:19][N:18]=[C:17]([Cl:24])[N:16]=1)[CH:10]1[CH2:14][CH2:13][CH2:12][CH2:11]1)[CH2:6][CH3:7])C.Cl. Product: [Cl:24][C:17]1[N:18]=[CH:19][C:20]2[NH:21][C:4](=[O:3])[CH:5]([CH2:6][CH3:7])[CH2:8][N:9]([CH:10]3[CH2:14][CH2:13][CH2:12][CH2:11]3)[C:15]=2[N:16]=1. The catalyst class is: 8. (2) Reactant: [CH3:1][O:2][C:3]1[CH:4]=[C:5]2[C:10](=[CH:11][CH:12]=1)[O:9][CH2:8][C:7]([C:13](O)=[O:14])=[CH:6]2.C(N(CC)CC)C.ClC(OCC)=O.[BH4-].[Na+].[Cl-].[NH4+]. Product: [CH3:1][O:2][C:3]1[CH:4]=[C:5]2[C:10](=[CH:11][CH:12]=1)[O:9][CH2:8][C:7]([CH2:13][OH:14])=[CH:6]2. The catalyst class is: 83. (3) Product: [CH3:1][O:2][C:3](=[O:10])[C@:4]([CH2:8][O:9][CH:12]([F:20])[F:11])([CH3:7])[CH:5]=[CH2:6]. Reactant: [CH3:1][O:2][C:3](=[O:10])[C@:4]([CH2:8][OH:9])([CH3:7])[CH:5]=[CH2:6].[F:11][C:12]([F:20])(S(F)(=O)=O)C(O)=O.O. The catalyst class is: 767.